This data is from Full USPTO retrosynthesis dataset with 1.9M reactions from patents (1976-2016). The task is: Predict the reactants needed to synthesize the given product. (1) Given the product [N:1]1([C:6]2[CH:25]=[CH:24][C:9]([CH2:10][C:11]3[C:12]([O:27][CH3:26])=[N:13][C:14]4[C:19]([C:20]=3[Cl:21])=[CH:18][C:17]([I:22])=[CH:16][CH:15]=4)=[CH:8][CH:7]=2)[CH:5]=[CH:4][N:3]=[CH:2]1, predict the reactants needed to synthesize it. The reactants are: [N:1]1([C:6]2[CH:25]=[CH:24][C:9]([CH2:10][C:11]3[C:12](Cl)=[N:13][C:14]4[C:19]([C:20]=3[Cl:21])=[CH:18][C:17]([I:22])=[CH:16][CH:15]=4)=[CH:8][CH:7]=2)[CH:5]=[CH:4][N:3]=[CH:2]1.[CH3:26][O-:27].[Na+].ClCCl. (2) Given the product [CH3:1][S:2]([C:5]1[CH:6]=[CH:7][C:8]([CH2:9][NH:10][C:11]([C:13]2[C:14](=[O:32])[N:15]([C:22]3[CH:27]=[CH:26][CH:25]=[C:24]([C:28]([F:31])([F:30])[F:29])[CH:23]=3)[C:16]([CH3:21])=[C:17]([C:19](=[NH:20])[NH:36][OH:37])[CH:18]=2)=[O:12])=[CH:33][CH:34]=1)(=[O:4])=[O:3], predict the reactants needed to synthesize it. The reactants are: [CH3:1][S:2]([C:5]1[CH:34]=[CH:33][C:8]([CH2:9][NH:10][C:11]([C:13]2[C:14](=[O:32])[N:15]([C:22]3[CH:27]=[CH:26][CH:25]=[C:24]([C:28]([F:31])([F:30])[F:29])[CH:23]=3)[C:16]([CH3:21])=[C:17]([C:19]#[N:20])[CH:18]=2)=[O:12])=[CH:7][CH:6]=1)(=[O:4])=[O:3].Cl.[NH2:36][OH:37].CC([O-])=O.[Na+].C(O)C.